This data is from Reaction yield outcomes from USPTO patents with 853,638 reactions. The task is: Predict the reaction yield, written as a fraction of the theoretical maximum amount of product (1.0 means a 100% yield; for example, 0.34 means a 34% yield). (1) The reactants are [Cl:1][C:2]1[C:3]([NH:19]C(=O)C(C)(C)C)=[N:4][C:5]([NH:12]C(=O)C(C)(C)C)=[C:6]([CH:11]=1)[C:7]([O:9][CH3:10])=[O:8].CC(C)([O-])C.[K+]. The catalyst is CO. The product is [NH2:12][C:5]1[N:4]=[C:3]([NH2:19])[C:2]([Cl:1])=[CH:11][C:6]=1[C:7]([O:9][CH3:10])=[O:8]. The yield is 0.890. (2) The reactants are [CH:1]1([C:5](Cl)=[O:6])[CH2:4][CH2:3][CH2:2]1.[C:8]([C:12]1[N:16]([CH2:17][CH:18]2[CH2:23][CH2:22][O:21][CH2:20][CH2:19]2)[C:15]2[CH:24]=[CH:25][C:26]([S:28]([N:31]3[CH:35]=[CH:34][C:33]([NH2:36])=[N:32]3)(=[O:30])=[O:29])=[CH:27][C:14]=2[N:13]=1)([CH3:11])([CH3:10])[CH3:9].CCN(C(C)C)C(C)C. The catalyst is C(Cl)Cl. The product is [C:8]([C:12]1[N:16]([CH2:17][CH:18]2[CH2:23][CH2:22][O:21][CH2:20][CH2:19]2)[C:15]2[CH:24]=[CH:25][C:26]([S:28]([N:31]3[CH:35]=[CH:34][C:33]([NH:36][C:5]([CH:1]4[CH2:4][CH2:3][CH2:2]4)=[O:6])=[N:32]3)(=[O:30])=[O:29])=[CH:27][C:14]=2[N:13]=1)([CH3:11])([CH3:9])[CH3:10]. The yield is 0.330. (3) The reactants are Br[C:2]1[CH:3]=[C:4]2[C:8](=[CH:9][C:10]=1[Cl:11])[NH:7][N:6]=[C:5]2[C:12]([OH:14])=[O:13].[CH:15]([O:18][C:19]1[CH:24]=[CH:23][C:22](B(O)O)=[CH:21][CH:20]=1)([CH3:17])[CH3:16].C(=O)([O-])[O-].[K+].[K+]. The catalyst is C1(C)C=CC=CC=1.CCO.C1C=CC(P(C2C=CC=CC=2)[C-]2C=CC=C2)=CC=1.C1C=CC(P(C2C=CC=CC=2)[C-]2C=CC=C2)=CC=1.Cl[Pd]Cl.[Fe+2].ClCCl. The product is [Cl:11][C:10]1[CH:9]=[C:8]2[C:4]([C:5]([C:12]([OH:14])=[O:13])=[N:6][NH:7]2)=[CH:3][C:2]=1[C:22]1[CH:23]=[CH:24][C:19]([O:18][CH:15]([CH3:17])[CH3:16])=[CH:20][CH:21]=1. The yield is 0.110. (4) The reactants are Cl[C:2]1[N:3]=[C:4]([OH:12])[C:5]2[CH:11]=[CH:10][N:9]=[CH:8][C:6]=2[N:7]=1.[CH2:13]([N:20]1[CH:28]=[C:27]2[C:22]([CH:23]=[CH:24][C:25]([OH:29])=[CH:26]2)=[N:21]1)[C:14]1[CH:19]=[CH:18][CH:17]=[CH:16][CH:15]=1. No catalyst specified. The product is [CH2:13]([N:20]1[CH:28]=[C:27]2[C:22]([CH:23]=[CH:24][C:25]([O:29][C:2]3[N:3]=[C:4]([OH:12])[C:5]4[CH:11]=[CH:10][N:9]=[CH:8][C:6]=4[N:7]=3)=[CH:26]2)=[N:21]1)[C:14]1[CH:15]=[CH:16][CH:17]=[CH:18][CH:19]=1. The yield is 0.160. (5) The reactants are Cl[C:2]([C:5]([O:7][CH2:8][CH3:9])=[O:6])=[CH:3][O-].[K+].Cl.[Cl:12][C:13]1[CH:18]=[CH:17][N:16]=[C:15]([NH2:19])[CH:14]=1.C(=O)([O-])[O-].[Na+].[Na+]. The catalyst is CCO.O. The product is [Cl:12][C:13]1[CH:18]=[CH:17][N:16]2[C:2]([C:5]([O:7][CH2:8][CH3:9])=[O:6])=[CH:3][N:19]=[C:15]2[CH:14]=1. The yield is 0.880. (6) The reactants are C([N:8]1[CH:12]=[CH:11][N:10]=[C:9]1[CH:13]1[NH:25][C:23]2[C:24]3[C:15](=[N:16][NH:17][C:18](=[O:26])[C:19]=3[CH:20]=[CH:21][CH:22]=2)[CH:14]1[C:27]1[CH:32]=[CH:31][C:30]([F:33])=[CH:29][CH:28]=1)C1C=CC=CC=1. The catalyst is CO.[OH-].[Pd+2].[OH-]. The product is [F:33][C:30]1[CH:29]=[CH:28][C:27]([CH:14]2[C:15]3=[N:16][NH:17][C:18](=[O:26])[C:19]4[CH:20]=[CH:21][CH:22]=[C:23]([C:24]=43)[NH:25][CH:13]2[C:9]2[NH:8][CH:12]=[CH:11][N:10]=2)=[CH:32][CH:31]=1. The yield is 0.940. (7) The reactants are [CH:1]1([N:4]2[C:12]3[C:7](=[CH:8][CH:9]=[C:10]([O:13][CH3:14])[CH:11]=3)[CH:6]=[CH:5]2)[CH2:3][CH2:2]1.ClS([N:19]=[C:20]=O)(=O)=O. The catalyst is CN(C=O)C. The product is [C:20]([C:6]1[C:7]2[C:12](=[CH:11][C:10]([O:13][CH3:14])=[CH:9][CH:8]=2)[N:4]([CH:1]2[CH2:3][CH2:2]2)[CH:5]=1)#[N:19]. The yield is 0.820. (8) The reactants are C(OC([N:8]1[CH2:12][CH2:11][CH2:10][C@@H:9]1[CH2:13][O:14][C:15]1[CH:20]=[CH:19][C:18]([O:21][C:22]2[CH:27]=[CH:26][C:25]([N:28]3[CH:32]=[N:31][CH:30]=[N:29]3)=[CH:24][CH:23]=2)=[CH:17][CH:16]=1)=O)(C)(C)C.[ClH:33].O1CCOCC1. No catalyst specified. The product is [ClH:33].[NH:8]1[CH2:12][CH2:11][CH2:10][C@@H:9]1[CH2:13][O:14][C:15]1[CH:20]=[CH:19][C:18]([O:21][C:22]2[CH:27]=[CH:26][C:25]([N:28]3[CH:32]=[N:31][CH:30]=[N:29]3)=[CH:24][CH:23]=2)=[CH:17][CH:16]=1. The yield is 0.800. (9) The reactants are Cl[C:2]1[N:11]=[C:10]([NH:12][CH2:13][CH:14]([C:18]2[CH:23]=[CH:22][CH:21]=[CH:20][CH:19]=2)[CH:15]([CH3:17])[CH3:16])[C:9]2[C:4](=[CH:5][CH:6]=[CH:7][CH:8]=2)[N:3]=1.[CH3:24][S:25]([NH:28][C:29]1[CH:34]=[CH:33][C:32](B(O)O)=[CH:31][CH:30]=1)(=[O:27])=[O:26].C1(C(C2C=CC=CN=2)CNC2C3C(=CC=CC=3)N=C(C3C=CC(NS(C)(=O)=O)=CC=3)N=2)C=CC=CC=1. The catalyst is C(Cl)(Cl)Cl.CO. The product is [CH3:16][CH:15]([CH3:17])[CH:14]([C:18]1[CH:23]=[CH:22][CH:21]=[CH:20][CH:19]=1)[CH2:13][NH:12][C:10]1[C:9]2[C:4](=[CH:5][CH:6]=[CH:7][CH:8]=2)[N:3]=[C:2]([C:32]2[CH:31]=[CH:30][C:29]([NH:28][S:25]([CH3:24])(=[O:26])=[O:27])=[CH:34][CH:33]=2)[N:11]=1. The yield is 0.440. (10) The reactants are [Br:1][C:2]1[CH:18]=[C:17](/[CH:19]=[CH:20]/[CH:21]([C:26]2[CH:31]=[C:30]([Cl:32])[C:29]([Cl:33])=[C:28]([Cl:34])[CH:27]=2)[C:22]([F:25])([F:24])[F:23])[CH:16]=[CH:15][C:3]=1[C:4]([NH:6][CH2:7][C:8]([O:10]C(C)(C)C)=[O:9])=[O:5].C(O)(C(F)(F)F)=O. The catalyst is C(Cl)Cl. The product is [Br:1][C:2]1[CH:18]=[C:17](/[CH:19]=[CH:20]/[CH:21]([C:26]2[CH:31]=[C:30]([Cl:32])[C:29]([Cl:33])=[C:28]([Cl:34])[CH:27]=2)[C:22]([F:24])([F:25])[F:23])[CH:16]=[CH:15][C:3]=1[C:4]([NH:6][CH2:7][C:8]([OH:10])=[O:9])=[O:5]. The yield is 0.780.